The task is: Predict the product of the given reaction.. This data is from Forward reaction prediction with 1.9M reactions from USPTO patents (1976-2016). (1) Given the reactants [C:1](/[C:4](=[C:12](\[NH2:23])/[C:13]([O:15]CC1C=CC=CC=1)=[O:14])/[C:5]([O:7][C:8]([CH3:11])([CH3:10])[CH3:9])=[O:6])(=O)[CH3:2].O.[NH2:25]N, predict the reaction product. The product is: [C:8]([O:7][C:5]([C:4]1[C:12]([C:13]([OH:15])=[O:14])=[N:23][NH:25][C:1]=1[CH3:2])=[O:6])([CH3:11])([CH3:10])[CH3:9]. (2) Given the reactants [OH:1][C:2]1[CH:7]=[CH:6][C:5]([C:8]2[CH:12]=[C:11]([C:13]([NH2:15])=[O:14])[O:10][N:9]=2)=[CH:4][CH:3]=1.C([O-])([O-])=O.[K+].[K+].[CH3:22][C:23]1[CH:30]=[CH:29][CH:28]=[CH:27][C:24]=1[CH2:25]Br, predict the reaction product. The product is: [CH3:22][C:23]1[CH:30]=[CH:29][CH:28]=[CH:27][C:24]=1[CH2:25][O:1][C:2]1[CH:3]=[CH:4][C:5]([C:8]2[CH:12]=[C:11]([C:13]([NH2:15])=[O:14])[O:10][N:9]=2)=[CH:6][CH:7]=1. (3) Given the reactants [Si:1]([C:5]#[CH:6])([CH3:4])([CH3:3])[CH3:2].[Li]CCCC.[CH3:12][C:13]([CH3:15])=[O:14].Cl, predict the reaction product. The product is: [CH3:12][C:13]([OH:14])([C:6]#[C:5][Si:1]([CH3:4])([CH3:3])[CH3:2])[CH3:15]. (4) The product is: [Br:37][CH2:32][CH2:33][CH2:34][CH2:35][O:29][C:28](=[O:30])[C@H:21]([CH2:22][C:23]1[N:27]=[CH:26][NH:25][CH:24]=1)[NH:20][O:19][C:17](=[O:18])[CH2:16][C:11]1[CH:12]=[CH:13][CH:14]=[CH:15][C:10]=1[NH:9][C:3]1[C:4]([Cl:8])=[CH:5][CH:6]=[CH:7][C:2]=1[Cl:1]. Given the reactants [Cl:1][C:2]1[CH:7]=[CH:6][CH:5]=[C:4]([Cl:8])[C:3]=1[NH:9][C:10]1[CH:15]=[CH:14][CH:13]=[CH:12][C:11]=1[CH2:16][C:17]([O:19][NH:20][C@H:21]([C:28]([OH:30])=[O:29])[CH2:22][C:23]1[N:27]=[CH:26][NH:25][CH:24]=1)=[O:18].O1[CH2:35][CH2:34][CH2:33][CH2:32]1.C(Br)(Br)(Br)[Br:37], predict the reaction product. (5) Given the reactants [O:1]1[CH2:6][CH2:5][N:4]([S:7]([C:10]2[CH:11]=[C:12]([CH:16]=[CH:17][CH:18]=2)[C:13]([OH:15])=[O:14])(=[O:9])=[O:8])[CH2:3][CH2:2]1.OS(O)(=O)=O.[CH3:24]O, predict the reaction product. The product is: [O:1]1[CH2:6][CH2:5][N:4]([S:7]([C:10]2[CH:11]=[C:12]([CH:16]=[CH:17][CH:18]=2)[C:13]([O:15][CH3:24])=[O:14])(=[O:9])=[O:8])[CH2:3][CH2:2]1. (6) Given the reactants [OH:1][CH2:2][C:3]([CH3:9])([CH3:8])[C:4]([O:6][CH3:7])=[O:5].C(N(CC)C(C)C)(C)C.[C:19]([Si:23]([CH3:26])([CH3:25])Cl)([CH3:22])([CH3:21])[CH3:20], predict the reaction product. The product is: [Si:23]([O:1][CH2:2][C:3]([CH3:9])([CH3:8])[C:4]([O:6][CH3:7])=[O:5])([C:19]([CH3:22])([CH3:21])[CH3:20])([CH3:26])[CH3:25]. (7) Given the reactants [CH3:1][N:2]([CH3:12])[C:3]1[CH:8]=[CH:7][C:6]([S:9]([O-:11])=[O:10])=[CH:5][CH:4]=1.C1C(=O)N(Cl)C(=O)C1.[NH2:21][CH2:22][CH2:23][C:24]1[CH:29]=[CH:28][C:27]([O:30][C:31](=[O:40])[N:32]([CH3:39])[C:33]2[CH:38]=[CH:37][CH:36]=[CH:35][CH:34]=2)=[CH:26][CH:25]=1.C(O)(C(F)(F)F)=O.CCN(C(C)C)C(C)C, predict the reaction product. The product is: [CH3:1][N:2]([CH3:12])[C:3]1[CH:4]=[CH:5][C:6]([S:9]([NH:21][CH2:22][CH2:23][C:24]2[CH:25]=[CH:26][C:27]([O:30][C:31](=[O:40])[N:32]([CH3:39])[C:33]3[CH:34]=[CH:35][CH:36]=[CH:37][CH:38]=3)=[CH:28][CH:29]=2)(=[O:11])=[O:10])=[CH:7][CH:8]=1. (8) Given the reactants [O:1]=[C:2]1[CH2:7][NH:6][CH2:5][CH2:4][N:3]1[CH2:8][CH2:9][C:10]([O:12][CH2:13][CH3:14])=[O:11].CCN(C(C)C)C(C)C.Cl[C:25]([O:27][C:28]1[CH:33]=[CH:32][C:31]([N+:34]([O-:36])=[O:35])=[CH:30][CH:29]=1)=[O:26], predict the reaction product. The product is: [CH2:13]([O:12][C:10](=[O:11])[CH2:9][CH2:8][N:3]1[CH2:4][CH2:5][N:6]([C:25]([O:27][C:28]2[CH:29]=[CH:30][C:31]([N+:34]([O-:36])=[O:35])=[CH:32][CH:33]=2)=[O:26])[CH2:7][C:2]1=[O:1])[CH3:14]. (9) The product is: [CH2:1]([O:8][C:9]1[C:10]([O:25][CH3:26])=[CH:11][C:12]([C:19]2[N:23]=[C:22]([CH3:24])[O:21][N:20]=2)=[C:13]([S:15]([N:29]([CH3:30])[CH3:28])(=[O:17])=[O:16])[CH:14]=1)[C:2]1[CH:7]=[CH:6][CH:5]=[CH:4][CH:3]=1. Given the reactants [CH2:1]([O:8][C:9]1[C:10]([O:25][CH3:26])=[CH:11][C:12]([C:19]2[N:23]=[C:22]([CH3:24])[O:21][N:20]=2)=[C:13]([S:15](Cl)(=[O:17])=[O:16])[CH:14]=1)[C:2]1[CH:7]=[CH:6][CH:5]=[CH:4][CH:3]=1.Cl.[CH3:28][NH:29][CH3:30].O1CCCC1.Cl, predict the reaction product. (10) Given the reactants [Br:1][C:2]1[CH:3]=[CH:4][C:5]2[O:9][C:8](=[O:10])[NH:7][C:6]=2[CH:11]=1.CS(O[CH2:17][CH2:18][CH2:19][O:20][CH3:21])(=O)=O.C(=O)([O-])[O-].[K+].[K+].O, predict the reaction product. The product is: [Br:1][C:2]1[CH:3]=[CH:4][C:5]2[O:9][C:8](=[O:10])[N:7]([CH2:17][CH2:18][CH2:19][O:20][CH3:21])[C:6]=2[CH:11]=1.